Task: Predict which catalyst facilitates the given reaction.. Dataset: Catalyst prediction with 721,799 reactions and 888 catalyst types from USPTO (1) Reactant: C([Si](C)(C)[O:6][C:7]1[CH:12]=[CH:11][C:10]([C:13]2[N:18]=[CH:17][C:16]([CH:19]=[O:20])=[CH:15][CH:14]=2)=[CH:9][C:8]=1[C:21]([CH3:25])([CH3:24])[CH2:22][CH3:23])(C)(C)C.[F-].C([N+](CCCC)(CCCC)CCCC)CCC. Product: [CH3:25][C:21]([C:8]1[CH:9]=[C:10]([C:13]2[N:18]=[CH:17][C:16]([CH:19]=[O:20])=[CH:15][CH:14]=2)[CH:11]=[CH:12][C:7]=1[OH:6])([CH3:24])[CH2:22][CH3:23]. The catalyst class is: 7. (2) Reactant: [Cl:1][C:2]1[CH:3]=[C:4]([C@@H:12]([CH2:22][CH:23]2[CH2:27][CH2:26][CH2:25][CH2:24]2)[C:13](NC2C=CN(C)N=2)=[O:14])[CH:5]=[CH:6][C:7]=1[S:8]([CH3:11])(=[O:10])=[O:9].C(Cl)(=O)C(Cl)=O.N1C(C)=CC=CC=1C.[CH3:42][O:43][C:44](=[O:61])[C:45]1[CH:50]=[CH:49][C:48]([CH:51]([N:55]2[CH:59]=[CH:58][C:57]([NH2:60])=[N:56]2)[CH2:52][CH2:53][CH3:54])=[CH:47][CH:46]=1. Product: [CH3:42][O:43][C:44](=[O:61])[C:45]1[CH:46]=[CH:47][C:48]([CH:51]([N:55]2[CH:59]=[CH:58][C:57]([NH:60][C:13](=[O:14])[C@@H:12]([C:4]3[CH:5]=[CH:6][C:7]([S:8]([CH3:11])(=[O:9])=[O:10])=[C:2]([Cl:1])[CH:3]=3)[CH2:22][CH:23]3[CH2:24][CH2:25][CH2:26][CH2:27]3)=[N:56]2)[CH2:52][CH2:53][CH3:54])=[CH:49][CH:50]=1. The catalyst class is: 2. (3) Reactant: [Cl:1][C:2]1[CH:3]=[C:4]([CH2:9][C:10](=[O:14])[C:11]([OH:13])=[O:12])[CH:5]=[CH:6][C:7]=1[Cl:8].C(N(CC)CC)C. Product: [Cl:1][C:2]1[CH:3]=[C:4]([CH2:9][C@@H:10]([OH:14])[C:11]([OH:13])=[O:12])[CH:5]=[CH:6][C:7]=1[Cl:8]. The catalyst class is: 1. (4) Reactant: [O:1]=[C:2]1[O:7][CH2:6][C@H:5]2[C@:3]1([NH:14][S:15]([C:18]1[S:19][C:20]([C:23]3[CH:27]=[C:26]([C:28]([F:31])([F:30])[F:29])[O:25][N:24]=3)=[CH:21][CH:22]=1)(=[O:17])=[O:16])[C@H:4]2[C:8]1[CH:13]=[CH:12][CH:11]=[CH:10][CH:9]=1.O[Li].O.C1C[O:38]CC1. Product: [OH:7][CH2:6][CH:5]1[CH:4]([C:8]2[CH:13]=[CH:12][CH:11]=[CH:10][CH:9]=2)[C:3]1([NH:14][S:15]([C:18]1[S:19][C:20]([C:23]2[CH:27]=[C:26]([C:28]([F:29])([F:31])[F:30])[O:25][N:24]=2)=[CH:21][CH:22]=1)(=[O:16])=[O:17])[C:2]([OH:38])=[O:1]. The catalyst class is: 6. (5) Reactant: [C:1]([O:5][C:6](=[O:12])[NH:7][CH2:8][CH:9]([OH:11])[CH3:10])([CH3:4])([CH3:3])[CH3:2].C(N(CC)CC)C.[CH3:20][S:21](Cl)(=[O:23])=[O:22]. Product: [C:1]([O:5][C:6]([NH:7][CH2:8][CH:9]([O:11][S:21]([CH3:20])(=[O:23])=[O:22])[CH3:10])=[O:12])([CH3:2])([CH3:4])[CH3:3]. The catalyst class is: 4. (6) Reactant: C([O:4][CH2:5][C:6]1[C:11]([C:12]2[CH:17]=[C:16]([NH:18][C:19]3[CH:24]=[CH:23][C:22]([N:25]4[CH2:30][CH2:29][N:28]([CH:31]5[CH2:34][O:33][CH2:32]5)[CH2:27][C@@H:26]4[CH3:35])=[CH:21][N:20]=3)[C:15](=[O:36])[N:14]([CH3:37])[CH:13]=2)=[CH:10][C:9]([F:38])=[CH:8][C:7]=1[N:39]1[CH2:52][CH2:51][N:42]2[C:43]3[CH2:44][CH2:45][CH2:46][CH2:47][C:48]=3[C:49]([F:50])=[C:41]2[C:40]1=[O:53])(=O)C.[OH-].[Li+].C(O)(C)C.C1COCC1. The catalyst class is: 6. Product: [F:50][C:49]1[C:48]2[CH2:47][CH2:46][CH2:45][CH2:44][C:43]=2[N:42]2[CH2:51][CH2:52][N:39]([C:7]3[CH:8]=[C:9]([F:38])[CH:10]=[C:11]([C:12]4[CH:17]=[C:16]([NH:18][C:19]5[CH:24]=[CH:23][C:22]([N:25]6[CH2:30][CH2:29][N:28]([CH:31]7[CH2:32][O:33][CH2:34]7)[CH2:27][C@@H:26]6[CH3:35])=[CH:21][N:20]=5)[C:15](=[O:36])[N:14]([CH3:37])[CH:13]=4)[C:6]=3[CH2:5][OH:4])[C:40](=[O:53])[C:41]=12. (7) Reactant: [C:1]([NH:11][C@H:12]([C:20]([OH:22])=O)[CH2:13][C:14]1[CH:19]=[CH:18][CH:17]=[CH:16][CH:15]=1)([O:3][CH2:4][C:5]1[CH:10]=[CH:9][CH:8]=[CH:7][CH:6]=1)=[O:2].OC1C2N=NNC=2C=CC=1.Cl.CN(C)CCCN=C=NCC.[NH2:45][CH2:46][CH2:47][CH:48]([O:52][CH2:53][CH3:54])[O:49][CH2:50][CH3:51].C(N(CC)C(C)C)(C)C. Product: [CH2:13]([C@H:12]([NH:11][C:1](=[O:2])[O:3][CH2:4][C:5]1[CH:6]=[CH:7][CH:8]=[CH:9][CH:10]=1)[C:20]([NH:45][CH2:46][CH2:47][CH:48]([O:52][CH2:53][CH3:54])[O:49][CH2:50][CH3:51])=[O:22])[C:14]1[CH:15]=[CH:16][CH:17]=[CH:18][CH:19]=1. The catalyst class is: 7.